Predict the product of the given reaction. From a dataset of Forward reaction prediction with 1.9M reactions from USPTO patents (1976-2016). Given the reactants [F:1][C:2]1[CH:7]=[CH:6][C:5]([C:8]2[C:16]3[C:11](=[CH:12][CH:13]=[C:14]([C:17]4[NH:21][C:20](=[O:22])[O:19][N:18]=4)[CH:15]=3)[N:10](C3CCCCO3)[N:9]=2)=[CH:4][CH:3]=1.Cl.[OH-].[Na+], predict the reaction product. The product is: [F:1][C:2]1[CH:7]=[CH:6][C:5]([C:8]2[C:16]3[C:11](=[CH:12][CH:13]=[C:14]([C:17]4[NH:21][C:20](=[O:22])[O:19][N:18]=4)[CH:15]=3)[NH:10][N:9]=2)=[CH:4][CH:3]=1.